From a dataset of NCI-60 drug combinations with 297,098 pairs across 59 cell lines. Regression. Given two drug SMILES strings and cell line genomic features, predict the synergy score measuring deviation from expected non-interaction effect. (1) Drug 1: C1=C(C(=O)NC(=O)N1)N(CCCl)CCCl. Drug 2: CCC1(C2=C(COC1=O)C(=O)N3CC4=CC5=C(C=CC(=C5CN(C)C)O)N=C4C3=C2)O.Cl. Cell line: HCC-2998. Synergy scores: CSS=23.9, Synergy_ZIP=0.452, Synergy_Bliss=4.22, Synergy_Loewe=2.28, Synergy_HSA=5.10. (2) Drug 1: CC12CCC(CC1=CCC3C2CCC4(C3CC=C4C5=CN=CC=C5)C)O. Drug 2: C(CN)CNCCSP(=O)(O)O. Cell line: SW-620. Synergy scores: CSS=-0.445, Synergy_ZIP=-0.650, Synergy_Bliss=0.420, Synergy_Loewe=-3.14, Synergy_HSA=-1.02. (3) Drug 1: CC1=C(C=C(C=C1)C(=O)NC2=CC(=CC(=C2)C(F)(F)F)N3C=C(N=C3)C)NC4=NC=CC(=N4)C5=CN=CC=C5. Drug 2: C1CC(=O)NC(=O)C1N2C(=O)C3=CC=CC=C3C2=O. Cell line: T-47D. Synergy scores: CSS=-6.83, Synergy_ZIP=2.67, Synergy_Bliss=-2.56, Synergy_Loewe=-5.24, Synergy_HSA=-8.34. (4) Drug 1: CC1=C(C=C(C=C1)C(=O)NC2=CC(=CC(=C2)C(F)(F)F)N3C=C(N=C3)C)NC4=NC=CC(=N4)C5=CN=CC=C5. Drug 2: CCCCCOC(=O)NC1=NC(=O)N(C=C1F)C2C(C(C(O2)C)O)O. Cell line: HS 578T. Synergy scores: CSS=-8.04, Synergy_ZIP=2.26, Synergy_Bliss=0.00918, Synergy_Loewe=-6.42, Synergy_HSA=-7.14. (5) Drug 1: CCC1(CC2CC(C3=C(CCN(C2)C1)C4=CC=CC=C4N3)(C5=C(C=C6C(=C5)C78CCN9C7C(C=CC9)(C(C(C8N6C)(C(=O)OC)O)OC(=O)C)CC)OC)C(=O)OC)O. Drug 2: CS(=O)(=O)CCNCC1=CC=C(O1)C2=CC3=C(C=C2)N=CN=C3NC4=CC(=C(C=C4)OCC5=CC(=CC=C5)F)Cl. Cell line: HCT116. Synergy scores: CSS=62.1, Synergy_ZIP=-0.542, Synergy_Bliss=-6.65, Synergy_Loewe=-25.8, Synergy_HSA=-2.39. (6) Drug 1: CCCS(=O)(=O)NC1=C(C(=C(C=C1)F)C(=O)C2=CNC3=C2C=C(C=N3)C4=CC=C(C=C4)Cl)F. Drug 2: CC1CCC2CC(C(=CC=CC=CC(CC(C(=O)C(C(C(=CC(C(=O)CC(OC(=O)C3CCCCN3C(=O)C(=O)C1(O2)O)C(C)CC4CCC(C(C4)OC)OCCO)C)C)O)OC)C)C)C)OC. Cell line: TK-10. Synergy scores: CSS=37.0, Synergy_ZIP=1.11, Synergy_Bliss=8.56, Synergy_Loewe=3.96, Synergy_HSA=10.8. (7) Drug 1: C1CCC(C(C1)N)N.C(=O)(C(=O)[O-])[O-].[Pt+4]. Drug 2: C(CCl)NC(=O)N(CCCl)N=O. Cell line: MOLT-4. Synergy scores: CSS=77.3, Synergy_ZIP=-1.66, Synergy_Bliss=-1.99, Synergy_Loewe=0.210, Synergy_HSA=1.40.